Dataset: Full USPTO retrosynthesis dataset with 1.9M reactions from patents (1976-2016). Task: Predict the reactants needed to synthesize the given product. Given the product [F:29][C:2]([F:1])([CH2:21][O:22][C:23]1[CH:24]=[CH:25][CH:26]=[CH:27][CH:28]=1)/[CH:3]=[CH:4]/[C@@H:5]1[C@@H:12]2[C@@H:8]([O:9][CH:10]([OH:13])[CH2:11]2)[CH2:7][C@H:6]1[O:14][CH:15]1[CH2:20][CH2:19][CH2:18][CH2:17][O:16]1, predict the reactants needed to synthesize it. The reactants are: [F:1][C:2]([F:29])([CH2:21][O:22][C:23]1[CH:28]=[CH:27][CH:26]=[CH:25][CH:24]=1)/[CH:3]=[CH:4]/[C@@H:5]1[C@@H:12]2[C@@H:8]([O:9][C:10](=[O:13])[CH2:11]2)[CH2:7][C@H:6]1[O:14][CH:15]1[CH2:20][CH2:19][CH2:18][CH2:17][O:16]1.CC(C[AlH]CC(C)C)C.